Dataset: Reaction yield outcomes from USPTO patents with 853,638 reactions. Task: Predict the reaction yield, written as a fraction of the theoretical maximum amount of product (1.0 means a 100% yield; for example, 0.34 means a 34% yield). (1) The reactants are C[O:2][C:3]([CH:5]1[CH2:9][CH2:8][CH:7]([C:10]2[CH:15]=[CH:14][C:13]([F:16])=[CH:12][CH:11]=2)[N:6]1[S:17]([C:20]1[CH:25]=[CH:24][C:23]([CH3:26])=[CH:22][CH:21]=1)(=[O:19])=[O:18])=[O:4]. The catalyst is [OH-].[K+]. The product is [F:16][C:13]1[CH:14]=[CH:15][C:10]([CH:7]2[N:6]([S:17]([C:20]3[CH:25]=[CH:24][C:23]([CH3:26])=[CH:22][CH:21]=3)(=[O:18])=[O:19])[CH:5]([C:3]([OH:4])=[O:2])[CH2:9][CH2:8]2)=[CH:11][CH:12]=1. The yield is 0.970. (2) The reactants are Cl[C:2]1[C:3]([CH:8]2[CH2:11][N:10]([C:12]([O:14][C:15]([CH3:18])([CH3:17])[CH3:16])=[O:13])[CH2:9]2)=[N:4][CH:5]=[CH:6][N:7]=1.C([O-])([O-])=O.[Na+].[Na+].CC1(C)C(C)(C)OB([C:33]2[CH2:34][CH2:35][O:36][CH2:37][CH:38]=2)O1. The catalyst is O1CCOCC1.O.C1C=CC(P(C2C=CC=CC=2)[C-]2C=CC=C2)=CC=1.C1C=CC(P(C2C=CC=CC=2)[C-]2C=CC=C2)=CC=1.Cl[Pd]Cl.[Fe+2]. The product is [C:15]([O:14][C:12]([N:10]1[CH2:11][CH:8]([C:3]2[C:2]([C:33]3[CH2:38][CH2:37][O:36][CH2:35][CH:34]=3)=[N:7][CH:6]=[CH:5][N:4]=2)[CH2:9]1)=[O:13])([CH3:18])([CH3:17])[CH3:16]. The yield is 0.800. (3) The reactants are C(OC([NH:8][C:9]1[CH:14]=[CH:13][C:12]([S:15][C:16]2[CH:37]=[CH:36][C:19]([C:20]([NH:22][C:23]([C:30]3[CH:35]=[CH:34][CH:33]=[CH:32][CH:31]=3)([CH3:29])[C:24]([O:26][CH2:27][CH3:28])=[O:25])=[O:21])=[CH:18][C:17]=2[NH:38][C:39]2[C:40]3[CH:48]=[CH:47][C:46]([CH:49]([CH3:51])[CH3:50])=[N:45][C:41]=3[N:42]=[CH:43][N:44]=2)=[CH:11][CH:10]=1)=O)(C)(C)C.FC(F)(F)C(O)=O. The catalyst is ClCCl. The product is [NH2:8][C:9]1[CH:10]=[CH:11][C:12]([S:15][C:16]2[CH:37]=[CH:36][C:19]([C:20]([NH:22][C:23]([C:30]3[CH:35]=[CH:34][CH:33]=[CH:32][CH:31]=3)([CH3:29])[C:24]([O:26][CH2:27][CH3:28])=[O:25])=[O:21])=[CH:18][C:17]=2[NH:38][C:39]2[C:40]3[CH:48]=[CH:47][C:46]([CH:49]([CH3:50])[CH3:51])=[N:45][C:41]=3[N:42]=[CH:43][N:44]=2)=[CH:13][CH:14]=1. The yield is 0.840. (4) The reactants are ClCCl.[CH:4]([O:7][C:8]([N:10]1[CH2:16][CH2:15][CH2:14][CH:13]([N:17]([C:33](=[O:35])[CH3:34])[CH2:18][C:19]2[CH:24]=[C:23]([C:25]([F:28])([F:27])[F:26])[CH:22]=[C:21]([C:29]([F:32])([F:31])[F:30])[CH:20]=2)[C:12]2[N:36]=[C:37](Cl)[CH:38]=[CH:39][C:11]1=2)=[O:9])([CH3:6])[CH3:5].[CH3:41]B(O)O.[F-].[Cs+]. The catalyst is O1CCOCC1.O. The product is [CH:4]([O:7][C:8]([N:10]1[CH2:16][CH2:15][CH2:14][CH:13]([N:17]([C:33](=[O:35])[CH3:34])[CH2:18][C:19]2[CH:24]=[C:23]([C:25]([F:28])([F:27])[F:26])[CH:22]=[C:21]([C:29]([F:32])([F:31])[F:30])[CH:20]=2)[C:12]2[N:36]=[C:37]([CH3:41])[CH:38]=[CH:39][C:11]1=2)=[O:9])([CH3:6])[CH3:5]. The yield is 0.790. (5) The product is [C:1]([C:4]1[CH:5]=[C:6]2[C:11](=[O:12])[N:15]([CH2:16][CH2:17][CH2:18][C:19]([OH:21])=[O:20])[C:8](=[O:10])[C:7]2=[CH:13][CH:14]=1)([OH:3])=[O:2]. No catalyst specified. The yield is 0.760. The reactants are [C:1]([C:4]1[CH:5]=[C:6]2[C:11](=[O:12])[O:10][C:8](=O)[C:7]2=[CH:13][CH:14]=1)([OH:3])=[O:2].[NH2:15][CH2:16][CH2:17][CH2:18][C:19]([OH:21])=[O:20]. (6) The reactants are [CH3:1][O:2][C:3]1[CH:4]=[C:5]([CH2:20][C:21]([N:23]([CH2:25][CH2:26][CH2:27][C:28]2[CH:38]=[CH:37][C:31]([C:32]([O:34]CC)=[O:33])=[CH:30][CH:29]=2)[CH3:24])=[O:22])[CH:6]=[CH:7][C:8]=1[NH:9][C:10]([NH:12][C:13]1[CH:18]=[CH:17][CH:16]=[CH:15][C:14]=1[CH3:19])=[O:11].[OH-].[Na+].Cl. The catalyst is C1COCC1.C[C@H]1O[C@H]2[C@H](O)[C@@H](O)[C@H](OC3C4C(=CC5OCOC=5C=4)[C@@H](C4C=C(OC)C(O)=C(OC)C=4)[C@@H]4[C@@H]3COC4=O)O[C@@H]2CO1.C1COP(NCCCl)(=O)N(CCCl)C1.[NH2-].[NH2-].Cl[Pt+2]Cl. The product is [CH3:1][O:2][C:3]1[CH:4]=[C:5]([CH2:20][C:21]([N:23]([CH2:25][CH2:26][CH2:27][C:28]2[CH:29]=[CH:30][C:31]([C:32]([OH:34])=[O:33])=[CH:37][CH:38]=2)[CH3:24])=[O:22])[CH:6]=[CH:7][C:8]=1[NH:9][C:10]([NH:12][C:13]1[CH:18]=[CH:17][CH:16]=[CH:15][C:14]=1[CH3:19])=[O:11]. The yield is 0.280. (7) The reactants are Cl.[C:2](Cl)(=O)[C:3]1[CH:8]=[CH:7][N:6]=[CH:5][CH:4]=1.[CH3:11][NH:12][C:13](=[S:16])[NH:14][NH2:15].[OH-].[Na+].Cl. The catalyst is N1C=CC=CC=1. The product is [CH3:11][N:12]1[C:2]([C:3]2[CH:8]=[CH:7][N:6]=[CH:5][CH:4]=2)=[N:15][NH:14][C:13]1=[S:16]. The yield is 0.550. (8) The reactants are [NH2:1][C:2]1[CH:7]=[CH:6][C:5]([C:8]2[S:9][C:10]3[CH:16]=[C:15]([O:17]C)[CH:14]=[CH:13][C:11]=3[N:12]=2)=[CH:4][C:3]=1[I:19].B(Br)(Br)Br. The catalyst is C(Cl)Cl. The product is [I:19][C:3]1[CH:4]=[C:5]([C:8]2[S:9][C:10]3[CH:16]=[C:15]([OH:17])[CH:14]=[CH:13][C:11]=3[N:12]=2)[CH:6]=[CH:7][C:2]=1[NH2:1]. The yield is 0.580. (9) The reactants are [NH2:1][C:2]1[CH:7]=[CH:6][C:5]([CH:8]([CH3:13])[C:9]([O:11]C)=[O:10])=[C:4]([F:14])[CH:3]=1.[C:15]1(=O)[CH2:20][CH2:19][CH2:18][CH2:17][CH2:16]1.[BH3-]C#N.[Na+]. The catalyst is CO.C(O)(=O)C. The product is [CH:15]1([NH:1][C:2]2[CH:7]=[CH:6][C:5]([CH:8]([CH3:13])[C:9]([OH:11])=[O:10])=[C:4]([F:14])[CH:3]=2)[CH2:20][CH2:19][CH2:18][CH2:17][CH2:16]1. The yield is 0.650. (10) The yield is 0.960. The reactants are [OH:1][C:2]1[CH:21]=[CH:20][CH:19]=[CH:18][C:3]=1[C:4]([NH:6][CH:7]([CH3:17])[CH2:8][NH:9]C(=O)OC(C)(C)C)=[O:5]. The catalyst is Cl.CO. The product is [NH2:9][CH2:8][CH:7]([NH:6][C:4](=[O:5])[C:3]1[CH:18]=[CH:19][CH:20]=[CH:21][C:2]=1[OH:1])[CH3:17].